Dataset: NCI-60 drug combinations with 297,098 pairs across 59 cell lines. Task: Regression. Given two drug SMILES strings and cell line genomic features, predict the synergy score measuring deviation from expected non-interaction effect. (1) Drug 1: CN1CCC(CC1)COC2=C(C=C3C(=C2)N=CN=C3NC4=C(C=C(C=C4)Br)F)OC. Drug 2: C1CN(CCN1C(=O)CCBr)C(=O)CCBr. Cell line: BT-549. Synergy scores: CSS=6.68, Synergy_ZIP=-1.99, Synergy_Bliss=5.41, Synergy_Loewe=0.992, Synergy_HSA=3.19. (2) Drug 1: C1CCC(C1)C(CC#N)N2C=C(C=N2)C3=C4C=CNC4=NC=N3. Drug 2: CC1CCC2CC(C(=CC=CC=CC(CC(C(=O)C(C(C(=CC(C(=O)CC(OC(=O)C3CCCCN3C(=O)C(=O)C1(O2)O)C(C)CC4CCC(C(C4)OC)O)C)C)O)OC)C)C)C)OC. Cell line: EKVX. Synergy scores: CSS=33.7, Synergy_ZIP=2.23, Synergy_Bliss=2.02, Synergy_Loewe=2.86, Synergy_HSA=4.86.